This data is from Forward reaction prediction with 1.9M reactions from USPTO patents (1976-2016). The task is: Predict the product of the given reaction. (1) Given the reactants Br[C:2]1[CH2:6][CH2:5][CH2:4][C:3]=1[N:7]1[C:15]2[CH:14]=[CH:13][C:12]([CH3:16])=[CH:11][C:10]=2[C:9]2[CH2:17][N:18]([CH3:21])[CH2:19][CH2:20][C:8]1=2.[S:22]1[C:26](B(O)O)=[CH:25][C:24]2[CH:30]=[CH:31][CH:32]=[CH:33][C:23]1=2.C(=O)([O-])[O-].[K+].[K+].O, predict the reaction product. The product is: [S:22]1[C:26]([C:2]2[CH2:6][CH2:5][CH2:4][C:3]=2[N:7]2[C:15]3[CH:14]=[CH:13][C:12]([CH3:16])=[CH:11][C:10]=3[C:9]3[CH2:17][N:18]([CH3:21])[CH2:19][CH2:20][C:8]2=3)=[CH:25][C:24]2[CH:30]=[CH:31][CH:32]=[CH:33][C:23]1=2. (2) The product is: [N:27]1([C:25]([C:12]2[C:13]3[CH2:22][S:21](=[O:23])(=[O:24])[C:20]4[CH:19]=[CH:18][CH:17]=[CH:16][C:15]=4[C:14]=3[N:10]([CH:6]3[CH2:7][CH2:8][CH2:9][N:4]([CH2:3][CH2:2][N:33]4[CH2:38][CH2:37][O:36][CH2:35][CH2:34]4)[CH2:5]3)[N:11]=2)=[O:26])[CH2:32][CH2:31][O:30][CH2:29][CH2:28]1. Given the reactants Cl[CH2:2][CH2:3][N:4]1[CH2:9][CH2:8][CH2:7][CH:6]([N:10]2[C:14]3[C:15]4[CH:16]=[CH:17][CH:18]=[CH:19][C:20]=4[S:21](=[O:24])(=[O:23])[CH2:22][C:13]=3[C:12]([C:25]([N:27]3[CH2:32][CH2:31][O:30][CH2:29][CH2:28]3)=[O:26])=[N:11]2)[CH2:5]1.[NH:33]1[CH2:38][CH2:37][O:36][CH2:35][CH2:34]1.[I-].[Na+].C([O-])([O-])=O.[K+].[K+], predict the reaction product. (3) Given the reactants [CH3:1][C:2]1[N:7]=[CH:6][C:5]([CH2:8][C:9]([NH:11][C:12]2[CH:17]=[CH:16][C:15]([CH3:18])=[CH:14][CH:13]=2)=O)=[CH:4][CH:3]=1.[H-].[H-].[H-].[H-].[Li+].[Al+3].C(OCC)C, predict the reaction product. The product is: [CH3:1][C:2]1[N:7]=[CH:6][C:5]([CH2:8][CH2:9][NH:11][C:12]2[CH:13]=[CH:14][C:15]([CH3:18])=[CH:16][CH:17]=2)=[CH:4][CH:3]=1. (4) Given the reactants C(Cl)(=O)C(Cl)=O.CS(C)=O.[OH:11][C@H:12]1[CH2:21][N:20]2[C@H:14]([CH2:15][O:16][C:17]3[CH:26]=[CH:25][CH:24]=[CH:23][C:18]=3[C:19]2=[O:22])[CH2:13]1.C(N(CC)CC)C, predict the reaction product. The product is: [O:11]=[C:12]1[CH2:21][N:20]2[C@H:14]([CH2:15][O:16][C:17]3[CH:26]=[CH:25][CH:24]=[CH:23][C:18]=3[C:19]2=[O:22])[CH2:13]1.